This data is from Forward reaction prediction with 1.9M reactions from USPTO patents (1976-2016). The task is: Predict the product of the given reaction. (1) Given the reactants [O:1]1[CH2:6][CH2:5][CH:4]([NH2:7])[CH2:3][CH2:2]1.Cl[C:9]1[CH:14]=[C:13]([C:15]2[CH:20]=[CH:19][CH:18]=[CH:17][CH:16]=2)[N:12]=[C:11]([NH2:21])[N:10]=1, predict the reaction product. The product is: [O:1]1[CH2:6][CH2:5][CH:4]([NH:7][C:9]2[CH:14]=[C:13]([C:15]3[CH:20]=[CH:19][CH:18]=[CH:17][CH:16]=3)[N:12]=[C:11]([NH2:21])[N:10]=2)[CH2:3][CH2:2]1. (2) The product is: [NH2:13][C:7]1[CH:8]=[C:9]([CH:10]=[C:5]([C:1]([CH3:4])([CH3:3])[CH3:2])[CH:6]=1)[C:11]#[N:12]. Given the reactants [C:1]([C:5]1[CH:6]=[C:7]([NH:13]C(=O)OC(C)(C)C)[CH:8]=[C:9]([C:11]#[N:12])[CH:10]=1)([CH3:4])([CH3:3])[CH3:2], predict the reaction product. (3) Given the reactants Br[CH2:2][C:3]1[CH:8]=[CH:7][C:6]([O:9][C:10]([F:13])([F:12])[F:11])=[CH:5][CH:4]=1.C(=O)([O-])[O-].[K+].[K+].[CH2:20]([O:27][C:28]1[CH:33]=[CH:32][NH:31][C:30](=[O:34])[CH:29]=1)[C:21]1[CH:26]=[CH:25][CH:24]=[CH:23][CH:22]=1, predict the reaction product. The product is: [CH2:20]([O:27][C:28]1[CH:33]=[CH:32][N:31]([CH2:2][C:3]2[CH:8]=[CH:7][C:6]([O:9][C:10]([F:13])([F:12])[F:11])=[CH:5][CH:4]=2)[C:30](=[O:34])[CH:29]=1)[C:21]1[CH:22]=[CH:23][CH:24]=[CH:25][CH:26]=1.